Dataset: Reaction yield outcomes from USPTO patents with 853,638 reactions. Task: Predict the reaction yield, written as a fraction of the theoretical maximum amount of product (1.0 means a 100% yield; for example, 0.34 means a 34% yield). The reactants are [NH2:1][CH2:2][CH2:3][O:4][C:5]1[CH:10]=[CH:9][C:8]([NH:11][C:12](=[O:21])[C:13]2[CH:18]=[CH:17][CH:16]=[C:15]([O:19][CH3:20])[CH:14]=2)=[CH:7][C:6]=1[C:22]1[N:26]([CH3:27])[N:25]=[CH:24][CH:23]=1.C(N(CC)CC)C.Cl[C:36]([O:38][CH2:39][C:40]1[CH:45]=[CH:44][CH:43]=[CH:42][CH:41]=1)=[O:37]. The catalyst is ClCCl. The product is [CH2:39]([O:38][C:36](=[O:37])[NH:1][CH2:2][CH2:3][O:4][C:5]1[CH:10]=[CH:9][C:8]([NH:11][C:12](=[O:21])[C:13]2[CH:18]=[CH:17][CH:16]=[C:15]([O:19][CH3:20])[CH:14]=2)=[CH:7][C:6]=1[C:22]1[N:26]([CH3:27])[N:25]=[CH:24][CH:23]=1)[C:40]1[CH:45]=[CH:44][CH:43]=[CH:42][CH:41]=1. The yield is 0.370.